This data is from Forward reaction prediction with 1.9M reactions from USPTO patents (1976-2016). The task is: Predict the product of the given reaction. (1) Given the reactants [CH2:1]([O:3][C:4]1[CH:5]=[C:6]([C:13]([N:15]2[CH2:19][CH2:18][CH2:17][CH2:16]2)=[O:14])[CH:7]=[CH:8][C:9]=1[N+:10]([O-])=O)[CH3:2], predict the reaction product. The product is: [NH2:10][C:9]1[CH:8]=[CH:7][C:6]([C:13]([N:15]2[CH2:19][CH2:18][CH2:17][CH2:16]2)=[O:14])=[CH:5][C:4]=1[O:3][CH2:1][CH3:2]. (2) Given the reactants [NH:1]1[CH2:6][CH2:5][CH:4]([NH:7][C:8](=[O:14])[O:9][C:10]([CH3:13])([CH3:12])[CH3:11])[CH2:3][CH2:2]1.F[C:16]1[CH:21]=[CH:20][C:19]([N+:22]([O-:24])=[O:23])=[CH:18][CH:17]=1.C(#N)C.C(N(C(C)C)CC)(C)C, predict the reaction product. The product is: [N+:22]([C:19]1[CH:20]=[CH:21][C:16]([N:1]2[CH2:2][CH2:3][CH:4]([NH:7][C:8](=[O:14])[O:9][C:10]([CH3:11])([CH3:13])[CH3:12])[CH2:5][CH2:6]2)=[CH:17][CH:18]=1)([O-:24])=[O:23]. (3) The product is: [O:18]=[C:19]1[CH:20]=[C:24]([CH:26]2[CH2:31][CH2:30][N:29]([C:32]([O:34][C:35]([CH3:38])([CH3:37])[CH3:36])=[O:33])[CH2:28][CH2:27]2)[N:9]2[N:10]=[C:11]3[C:7]([C:6]([N:2]4[N:1]=[CH:5][CH:4]=[N:3]4)=[CH:14][CH:13]=[CH:12]3)=[C:8]2[NH:15]1. Given the reactants [N:1]1[N:2]([C:6]2[CH:14]=[CH:13][CH:12]=[C:11]3[C:7]=2[C:8]([NH2:15])=[N:9][NH:10]3)[N:3]=[CH:4][CH:5]=1.CC1(C)OC(=O)[CH:20]([C:24]([CH:26]2[CH2:31][CH2:30][N:29]([C:32]([O:34][C:35]([CH3:38])([CH3:37])[CH3:36])=[O:33])[CH2:28][CH2:27]2)=O)[C:19](=O)[O:18]1.P([O-])([O-])([O-])=O.[K+].[K+].[K+].Cl, predict the reaction product. (4) Given the reactants [C:1]1([CH2:11][C:12](Cl)=[O:13])[C:10]2[C:5](=[CH:6][CH:7]=[CH:8][CH:9]=2)[CH:4]=[CH:3][CH:2]=1.Cl.[CH3:16][N:17](C)[OH:18].[CH3:20]CN(CC)CC.N#N, predict the reaction product. The product is: [CH3:20][O:18][N:17]([CH3:16])[C:12](=[O:13])[CH2:11][C:1]1[C:10]2[C:5](=[CH:6][CH:7]=[CH:8][CH:9]=2)[CH:4]=[CH:3][CH:2]=1. (5) The product is: [OH:13][C@H:9]1[CH2:8][CH2:7][CH2:6][C:5]2[CH:4]=[C:3]([CH:2]=[O:1])[CH:12]=[CH:11][C:10]1=2. Given the reactants [OH:1][CH2:2][C:3]1[CH:4]=[C:5]2[C:10](=[CH:11][CH:12]=1)[C@@H:9]([OH:13])[CH2:8][CH2:7][CH2:6]2, predict the reaction product.